Dataset: Full USPTO retrosynthesis dataset with 1.9M reactions from patents (1976-2016). Task: Predict the reactants needed to synthesize the given product. Given the product [NH2:1][C:2]1[C:7]([F:8])=[CH:6][N:5]([C:23]([O:25][CH2:26][C:27]2[CH:32]=[CH:31][CH:30]=[CH:29][CH:28]=2)=[O:24])[C:4](=[O:9])[N:3]=1, predict the reactants needed to synthesize it. The reactants are: [NH2:1][C:2]1[C:7]([F:8])=[CH:6][N:5]=[C:4]([OH:9])[N:3]=1.C/C(/O[Si](C)(C)C)=N\[Si](C)(C)C.Cl[C:23]([O:25][CH2:26][C:27]1[CH:32]=[CH:31][CH:30]=[CH:29][CH:28]=1)=[O:24].